Task: Predict the reactants needed to synthesize the given product.. Dataset: Full USPTO retrosynthesis dataset with 1.9M reactions from patents (1976-2016) (1) Given the product [F:12][C:13]1[CH:20]=[C:19]([F:21])[CH:18]=[CH:17][C:14]=1[CH2:15][N:1]1[C:5]2=[N:6][CH:7]=[CH:8][CH:9]=[C:4]2[C:3]([C:10]#[N:11])=[N:2]1, predict the reactants needed to synthesize it. The reactants are: [NH:1]1[C:5]2=[N:6][CH:7]=[CH:8][CH:9]=[C:4]2[C:3]([C:10]#[N:11])=[N:2]1.[F:12][C:13]1[CH:20]=[C:19]([F:21])[CH:18]=[CH:17][C:14]=1[CH2:15]Br. (2) Given the product [S:1]([OH:5])(=[O:4])(=[O:3])[CH3:2].[CH3:44][N:8]1[C:9]([CH3:43])=[C:10]([C:12]2[CH:17]=[C:16]([O:18][C:19]3[C:24]([F:25])=[CH:23][C:22]([NH:26][C:27]([C:29]4([C:32]([NH:34][C:35]5[CH:40]=[CH:39][C:38]([F:41])=[CH:37][CH:36]=5)=[O:33])[CH2:30][CH2:31]4)=[O:28])=[C:21]([F:42])[CH:20]=3)[CH:15]=[CH:14][N:13]=2)[CH:11]=[N:7]1, predict the reactants needed to synthesize it. The reactants are: [S:1]([OH:5])(=[O:4])(=[O:3])[CH3:2].C[N:7]1[CH:11]=[C:10]([C:12]2[CH:17]=[C:16]([O:18][C:19]3[C:24]([F:25])=[CH:23][C:22]([NH:26][C:27]([C:29]4([C:32]([NH:34][C:35]5[CH:40]=[CH:39][C:38]([F:41])=[CH:37][CH:36]=5)=[O:33])[CH2:31][CH2:30]4)=[O:28])=[C:21]([F:42])[CH:20]=3)[CH:15]=[CH:14][N:13]=2)[C:9]([CH3:43])=[N:8]1.[CH3:44]S(O)(=O)=O. (3) The reactants are: [CH2:1]1[C:10]2[C:9]3[CH:11]=[CH:12][CH:13]=[CH:14][C:8]=3[CH2:7][CH2:6][C:5]=2[NH:4][C:3](=[O:15])[CH2:2]1.C([SiH](CC)CC)C.FC(F)(F)C(O)=O.C(=O)(O)[O-].[Na+]. Given the product [CH2:1]1[C@@H:10]2[C@H:5]([CH2:6][CH2:7][C:8]3[CH:14]=[CH:13][CH:12]=[CH:11][C:9]=32)[NH:4][C:3](=[O:15])[CH2:2]1, predict the reactants needed to synthesize it. (4) Given the product [Cl:1][C:2]1[CH:3]=[C:4]([C:28]([OH:30])=[O:29])[CH:5]=[N:6][C:7]=1[CH2:8][NH:9][C:10]([NH:12][CH:13]1[C:14]2[CH:27]=[CH:26][CH:25]=[CH:24][C:15]=2[CH2:16][CH2:17][C:18]2[CH:23]=[CH:22][CH:21]=[CH:20][C:19]1=2)=[O:11], predict the reactants needed to synthesize it. The reactants are: [Cl:1][C:2]1[CH:3]=[C:4]([C:28]([O:30]C)=[O:29])[CH:5]=[N:6][C:7]=1[CH2:8][NH:9][C:10]([NH:12][CH:13]1[C:19]2[CH:20]=[CH:21][CH:22]=[CH:23][C:18]=2[CH2:17][CH2:16][C:15]2[CH:24]=[CH:25][CH:26]=[CH:27][C:14]1=2)=[O:11].[OH-].[Na+]. (5) Given the product [CH3:12][O:13]/[CH:14]=[C:35]1\[CH2:36][CH2:37][C:38]2[C:39]([C:44]#[N:45])=[CH:40][CH:41]=[CH:42][C:43]\1=2, predict the reactants needed to synthesize it. The reactants are: C[Si]([N-][Si](C)(C)C)(C)C.[Na+].[Cl-].[CH3:12][O:13][CH2:14][P+](C1C=CC=CC=1)(C1C=CC=CC=1)C1C=CC=CC=1.O=[C:35]1[C:43]2[CH:42]=[CH:41][CH:40]=[C:39]([C:44]#[N:45])[C:38]=2[CH2:37][CH2:36]1.O. (6) Given the product [NH2:1][C:2]1[C:3]([C:8]([NH2:10])=[O:9])=[N:4][C:5]([F:11])=[CH:6][N:7]=1, predict the reactants needed to synthesize it. The reactants are: [NH2:1][C:2]1[C:3]([C:8]([NH2:10])=[O:9])=[N:4][CH:5]=[CH:6][N:7]=1.[F:11]F.C(=O)([O-])O.[Na+].C(OCC)(=O)C. (7) The reactants are: [Cl:1][C:2]1[C:6]([Cl:7])=[C:5]([CH3:8])[NH:4][C:3]=1[C:9]([NH:11][C:12]1[CH:17]=[CH:16][C:15]([C:18]#[CH:19])=[CH:14][CH:13]=1)=[O:10].[N:20]([C:23]1[CH:31]=[CH:30][C:26]([C:27]([OH:29])=[O:28])=[CH:25][CH:24]=1)=[N+:21]=[N-:22]. Given the product [Cl:1][C:2]1[C:6]([Cl:7])=[C:5]([CH3:8])[NH:4][C:3]=1[C:9]([NH:11][C:12]1[CH:17]=[CH:16][C:15]([C:18]2[N:22]=[N:21][N:20]([C:23]3[CH:24]=[CH:25][C:26]([C:27]([OH:29])=[O:28])=[CH:30][CH:31]=3)[CH:19]=2)=[CH:14][CH:13]=1)=[O:10], predict the reactants needed to synthesize it. (8) Given the product [Cl:21][C:22]1[CH:29]=[CH:28][C:25]([CH:26]=[N:1][CH:2]([C:7]2[CH:8]=[CH:9][C:10]([O:13][CH3:14])=[CH:11][CH:12]=2)[C:3]([O:5][CH3:6])=[O:4])=[CH:24][CH:23]=1, predict the reactants needed to synthesize it. The reactants are: [NH2:1][CH:2]([C:7]1[CH:12]=[CH:11][C:10]([O:13][CH3:14])=[CH:9][CH:8]=1)[C:3]([O:5][CH3:6])=[O:4].S([O-])([O-])(=O)=O.[Mg+2].[Cl:21][C:22]1[CH:29]=[CH:28][C:25]([CH:26]=O)=[CH:24][CH:23]=1. (9) Given the product [C:19]([O:18][C:16]([N:13]1[CH2:14][CH2:15][CH:10]([O:9][C:8]2[CH:23]=[C:24]([O:27][CH2:28][CH2:29][O:30][CH3:31])[CH:25]=[CH:26][C:7]=2/[CH:6]=[CH:5]/[C:4]([OH:32])=[O:3])[CH2:11][CH2:12]1)=[O:17])([CH3:22])([CH3:20])[CH3:21], predict the reactants needed to synthesize it. The reactants are: C([O:3][C:4](=[O:32])/[CH:5]=[CH:6]/[C:7]1[CH:26]=[CH:25][C:24]([O:27][CH2:28][CH2:29][O:30][CH3:31])=[CH:23][C:8]=1[O:9][CH:10]1[CH2:15][CH2:14][N:13]([C:16]([O:18][C:19]([CH3:22])([CH3:21])[CH3:20])=[O:17])[CH2:12][CH2:11]1)C.[OH-].[Na+].